From a dataset of Full USPTO retrosynthesis dataset with 1.9M reactions from patents (1976-2016). Predict the reactants needed to synthesize the given product. (1) Given the product [CH2:1]([O:3][C:4]([C:5]1[CH:6]=[C:7]([C:9]2[CH:10]=[N:11][N:12]([CH3:14])[CH:13]=2)[N:17]([C:19]2[CH:24]=[N:23][C:22]([O:25][CH3:26])=[CH:21][CH:20]=2)[N:18]=1)=[O:16])[CH3:2], predict the reactants needed to synthesize it. The reactants are: [CH2:1]([O:3][C:4](=[O:16])[C:5](=O)[CH2:6][C:7]([C:9]1[CH:10]=[N:11][N:12]([CH3:14])[CH:13]=1)=O)[CH3:2].[NH:17]([C:19]1[CH:20]=[CH:21][C:22]([O:25][CH3:26])=[N:23][CH:24]=1)[NH2:18].C(O)(=O)C.C(=O)([O-])O.[Na+]. (2) Given the product [C:12]1([S:16]([C:19]2[CH:20]=[C:21]3[C:26](=[CH:27][CH:28]=2)[C:25](=[O:29])[CH2:24][CH2:23][CH2:22]3)(=[O:18])=[O:17])[CH:11]=[CH:10][CH:15]=[CH:14][CH:13]=1, predict the reactants needed to synthesize it. The reactants are: ClC1C=C(S)C=CC=1.Cl[C:10]1[CH:11]=[C:12]([S:16]([C:19]2[CH:20]=[C:21]3[C:26](=[CH:27][CH:28]=2)[C:25](=[O:29])[CH2:24][CH2:23][CH2:22]3)(=[O:18])=[O:17])[CH:13]=[CH:14][CH:15]=1. (3) Given the product [NH2:24][C:25]1[N:8]([CH2:9][CH2:10][C:11](=[O:13])[NH2:12])[C:7]2[CH:6]=[CH:5][C:4]([N:14]([CH3:23])[C:15](=[O:22])[C:16]3[CH:17]=[CH:18][CH:19]=[CH:20][CH:21]=3)=[CH:3][C:2]=2[N:1]=1, predict the reactants needed to synthesize it. The reactants are: [NH2:1][C:2]1[CH:3]=[C:4]([N:14]([CH3:23])[C:15](=[O:22])[C:16]2[CH:21]=[CH:20][CH:19]=[CH:18][CH:17]=2)[CH:5]=[CH:6][C:7]=1[NH:8][CH2:9][CH2:10][C:11](=[O:13])[NH2:12].[N:24]#[C:25]Br. (4) Given the product [CH3:44][O:45][C:13]([C:15]1[C:20](=[O:21])[C:19]([Br:22])=[C:18]([CH3:23])[N:17]([C:24]2[N:25]([CH3:29])[N:26]=[CH:27][CH:28]=2)[CH:16]=1)=[O:14], predict the reactants needed to synthesize it. The reactants are: C(N=S(C1C=CC(CN[C:13]([C:15]2[C:20](=[O:21])[C:19]([Br:22])=[C:18]([CH3:23])[N:17]([C:24]3[N:25]([CH3:29])[N:26]=[CH:27][CH:28]=3)[CH:16]=2)=[O:14])=CC=1)(C)=O)#N.C(N=S(C1C=CC(CN[C:44](C2C(=O)C=C(C)N(C3N(C)N=CC=3)C=2)=[O:45])=CC=1)(C)=O)#N.BrBr.